This data is from Catalyst prediction with 721,799 reactions and 888 catalyst types from USPTO. The task is: Predict which catalyst facilitates the given reaction. (1) Reactant: [OH:1][C:2]1[CH:7]=[CH:6][C:5]([C:8]2[NH:9][C:10](=[O:20])[C:11]3[CH:12]=[CH:13][CH:14]=[C:15]([C:18]#[N:19])[C:16]=3[CH:17]=2)=[CH:4][CH:3]=1.C1C=CC(N([S:28]([C:31]([F:34])([F:33])[F:32])(=[O:30])=[O:29])[S:28]([C:31]([F:34])([F:33])[F:32])(=[O:30])=[O:29])=CC=1.CCN(CC)CC.CN(C=O)C. Product: [C:18]([C:15]1[CH:14]=[CH:13][CH:12]=[C:11]2[C:16]=1[CH:17]=[C:8]([C:5]1[CH:4]=[CH:3][C:2]([O:1][S:28]([C:31]([F:34])([F:33])[F:32])(=[O:30])=[O:29])=[CH:7][CH:6]=1)[NH:9][C:10]2=[O:20])#[N:19]. The catalyst class is: 34. (2) Reactant: [Br:1][C:2]1[CH:31]=[CH:30][C:5]2[C:6]([C:9]3[CH:14]=[CH:13][CH:12]=[CH:11][C:10]=3[C@@H:15]([NH:23][S@](C(C)(C)C)=O)[CH2:16][C:17]3[CH:22]=[CH:21][CH:20]=[CH:19][N:18]=3)=[N:7][O:8][C:4]=2[CH:3]=1.Cl. Product: [Br:1][C:2]1[CH:31]=[CH:30][C:5]2[C:6]([C:9]3[CH:14]=[CH:13][CH:12]=[CH:11][C:10]=3[C@@H:15]([NH2:23])[CH2:16][C:17]3[CH:22]=[CH:21][CH:20]=[CH:19][N:18]=3)=[N:7][O:8][C:4]=2[CH:3]=1. The catalyst class is: 98. (3) Reactant: [CH:1]([NH:4][C:5]1[N:10]=[C:9]([NH2:11])[N:8]=[C:7]([C:12]2[CH:17]=[CH:16][CH:15]=[C:14]([C:18]([F:21])([F:20])[F:19])[N:13]=2)[N:6]=1)([CH3:3])[CH3:2].Cl[C:23]1[CH:28]=[CH:27][N:26]=[C:25]([C:29]2([C:32]#[N:33])[CH2:31][CH2:30]2)[CH:24]=1.C([O-])([O-])=O.[Cs+].[Cs+].C1C=CC(P(C2C(C3C(P(C4C=CC=CC=4)C4C=CC=CC=4)=CC=C4C=3C=CC=C4)=C3C(C=CC=C3)=CC=2)C2C=CC=CC=2)=CC=1. Product: [CH:1]([NH:4][C:5]1[N:6]=[C:7]([C:12]2[CH:17]=[CH:16][CH:15]=[C:14]([C:18]([F:19])([F:20])[F:21])[N:13]=2)[N:8]=[C:9]([NH:11][C:23]2[CH:28]=[CH:27][N:26]=[C:25]([C:29]3([C:32]#[N:33])[CH2:30][CH2:31]3)[CH:24]=2)[N:10]=1)([CH3:3])[CH3:2]. The catalyst class is: 101. (4) Reactant: [F:1][C:2]([F:49])([F:48])[C:3]1[CH:4]=[C:5]([C@H:13]2[O:17][C:16](=[O:18])[N:15]([CH2:19][C:20]3[CH:25]=[C:24]([O:26][C:27]([F:30])([F:29])[F:28])[CH:23]=[CH:22][C:21]=3[N:31]([CH2:34][C@H:35]3[CH2:40][CH2:39][C@H:38]([CH2:41][C:42]([O:44]CC)=[O:43])[CH2:37][CH2:36]3)[CH2:32][CH3:33])[C@H:14]2[CH3:47])[CH:6]=[C:7]([C:9]([F:12])([F:11])[F:10])[CH:8]=1.[OH-].[K+]. The catalyst class is: 14. Product: [F:12][C:9]([F:10])([F:11])[C:7]1[CH:6]=[C:5]([C@H:13]2[O:17][C:16](=[O:18])[N:15]([CH2:19][C:20]3[CH:25]=[C:24]([O:26][C:27]([F:29])([F:30])[F:28])[CH:23]=[CH:22][C:21]=3[N:31]([CH2:34][C@H:35]3[CH2:36][CH2:37][C@H:38]([CH2:41][C:42]([OH:44])=[O:43])[CH2:39][CH2:40]3)[CH2:32][CH3:33])[C@H:14]2[CH3:47])[CH:4]=[C:3]([C:2]([F:1])([F:49])[F:48])[CH:8]=1. (5) Reactant: [F:1][C:2]1[C:7]([F:8])=[C:6]([O:9][C:10](=[O:14])[C:11]([CH3:13])=[CH2:12])[C:5]([F:15])=[C:4]([F:16])[C:3]=1[S:17]([O-:20])(=[O:19])=[O:18].[Na+].[Br-].[C:23]1([S+:29]([C:36]2[CH:41]=[CH:40][CH:39]=[CH:38][CH:37]=2)[C:30]2[CH:35]=[CH:34][CH:33]=[CH:32][CH:31]=2)[CH:28]=[CH:27][CH:26]=[CH:25][CH:24]=1. Product: [F:1][C:2]1[C:7]([F:8])=[C:6]([O:9][C:10](=[O:14])[C:11]([CH3:13])=[CH2:12])[C:5]([F:15])=[C:4]([F:16])[C:3]=1[S:17]([O-:20])(=[O:19])=[O:18].[C:36]1([S+:29]([C:23]2[CH:24]=[CH:25][CH:26]=[CH:27][CH:28]=2)[C:30]2[CH:35]=[CH:34][CH:33]=[CH:32][CH:31]=2)[CH:37]=[CH:38][CH:39]=[CH:40][CH:41]=1. The catalyst class is: 10. (6) Reactant: [CH2:1]1[C:6]2([CH2:11][CH2:10][C:9](=[O:12])[CH2:8][CH2:7]2)[CH2:5][CH2:4][NH:3][CH2:2]1.[C:13]1(=O)[CH2:16][CH2:15][CH2:14]1.C(O[BH-](OC(=O)C)OC(=O)C)(=O)C.[Na+].C(=O)([O-])[O-].[Na+].[Na+]. Product: [CH:13]1([N:3]2[CH2:2][CH2:1][C:6]3([CH2:11][CH2:10][C:9](=[O:12])[CH2:8][CH2:7]3)[CH2:5][CH2:4]2)[CH2:16][CH2:15][CH2:14]1. The catalyst class is: 699. (7) Reactant: [C:1]1([CH2:7][NH2:8])[CH:6]=[CH:5][CH:4]=[CH:3][CH:2]=1.[CH3:9][C:10](=O)[CH2:11][CH3:12].[BH-](OC(C)=O)(OC(C)=O)OC(C)=O.[Na+]. Product: [CH2:7]([NH:8][CH:10]([CH2:11][CH3:12])[CH3:9])[C:1]1[CH:6]=[CH:5][CH:4]=[CH:3][CH:2]=1. The catalyst class is: 2. (8) Reactant: [CH3:1][C:2]1[C:10]2[CH2:9][O:8][C:7](=[O:11])[C:6]=2[CH:5]=[CH:4][C:3]=1[C:12](=[O:32])[CH2:13][C:14]1(OS(C)(=O)=O)[CH2:19][CH2:18][N:17]([C:20]([O:22][C:23]([CH3:26])([CH3:25])[CH3:24])=[O:21])[CH2:16][CH2:15]1.C1CCN2C(=NCCC2)CC1. Product: [CH3:1][C:2]1[C:10]2[CH2:9][O:8][C:7](=[O:11])[C:6]=2[CH:5]=[CH:4][C:3]=1[C:12](=[O:32])[CH:13]=[C:14]1[CH2:19][CH2:18][N:17]([C:20]([O:22][C:23]([CH3:25])([CH3:24])[CH3:26])=[O:21])[CH2:16][CH2:15]1. The catalyst class is: 1. (9) Reactant: [F:1][C:2]1[CH:27]=[CH:26][CH:25]=[C:24]([F:28])[C:3]=1[C:4]([NH:6][C:7]1[S:8][C:9]([C:14]2[CH:19]=[CH:18][CH:17]=[C:16]([C:20]([F:23])([F:22])[F:21])[CH:15]=2)=[C:10]([CH:12]=O)[N:11]=1)=[O:5].[N+](=[C:31](P(=O)(OC)OC)C(=O)C)=[N-].C([O-])([O-])=O.[K+].[K+]. Product: [C:12]([C:10]1[N:11]=[C:7]([NH:6][C:4](=[O:5])[C:3]2[C:2]([F:1])=[CH:27][CH:26]=[CH:25][C:24]=2[F:28])[S:8][C:9]=1[C:14]1[CH:19]=[CH:18][CH:17]=[C:16]([C:20]([F:23])([F:22])[F:21])[CH:15]=1)#[CH:31]. The catalyst class is: 100. (10) Reactant: [N:1]1[CH:6]=[CH:5][C:4]([C:7]2[CH:15]=[CH:14][C:10]([C:11]([OH:13])=O)=[CH:9][CH:8]=2)=[CH:3][CH:2]=1.[CH3:16][O:17][C:18]1[CH:19]=[C:20]([C@@H:24]([NH2:26])[CH3:25])[CH:21]=[CH:22][CH:23]=1.CCN(C(C)C)C(C)C. Product: [CH3:16][O:17][C:18]1[CH:19]=[C:20]([C@@H:24]([NH:26][C:11](=[O:13])[C:10]2[CH:9]=[CH:8][C:7]([C:4]3[CH:3]=[CH:2][N:1]=[CH:6][CH:5]=3)=[CH:15][CH:14]=2)[CH3:25])[CH:21]=[CH:22][CH:23]=1. The catalyst class is: 31.